From a dataset of Forward reaction prediction with 1.9M reactions from USPTO patents (1976-2016). Predict the product of the given reaction. (1) Given the reactants Cl[C:2]([O:4][CH2:5][C:6]1[CH:11]=[CH:10][CH:9]=[CH:8][CH:7]=1)=[O:3].[CH2:12]([CH:15]1[CH2:20][CH2:19][N:18](C(OC(C)(C)C)=O)[CH2:17][CH2:16]1)[C:13]#[CH:14], predict the reaction product. The product is: [CH2:12]([CH:15]1[CH2:20][CH2:19][N:18]([C:2]([O:4][CH2:5][C:6]2[CH:11]=[CH:10][CH:9]=[CH:8][CH:7]=2)=[O:3])[CH2:17][CH2:16]1)[C:13]#[CH:14]. (2) Given the reactants C([O:3][C:4]([C:6]1[CH:7]=[N:8][N:9]([CH2:17][C:18]2[CH:23]=[CH:22][CH:21]=[CH:20][CH:19]=2)[C:10]=1[C:11]1[CH:16]=[CH:15][CH:14]=[CH:13][CH:12]=1)=[O:5])C.[OH-].[Na+].[OH-].[Li+], predict the reaction product. The product is: [CH2:17]([N:9]1[C:10]([C:11]2[CH:16]=[CH:15][CH:14]=[CH:13][CH:12]=2)=[C:6]([C:4]([OH:5])=[O:3])[CH:7]=[N:8]1)[C:18]1[CH:23]=[CH:22][CH:21]=[CH:20][CH:19]=1. (3) Given the reactants [NH:1]1[C:9]2[C:4](=[CH:5][CH:6]=[CH:7][CH:8]=2)[C:3]([C:10]([OH:12])=O)=[N:2]1.C(N1C=CN=C1)(N1C=CN=C1)=O.[NH2:25][CH2:26][CH2:27][CH2:28][N:29]1[CH:33]=[CH:32][N:31]=[CH:30]1, predict the reaction product. The product is: [N:29]1([CH2:28][CH2:27][CH2:26][NH:25][C:10]([C:3]2[C:4]3[C:9](=[CH:8][CH:7]=[CH:6][CH:5]=3)[NH:1][N:2]=2)=[O:12])[CH:33]=[CH:32][N:31]=[CH:30]1. (4) Given the reactants CN(C(O[N:9]1[N:17]=NC2C=CC=NC1=2)=[N+](C)C)C.F[P-](F)(F)(F)(F)F.[F:25][C:26]1[CH:31]=[CH:30][CH:29]=[CH:28][C:27]=1[N:32]1[C:40]2[C:35](=[C:36]([N:41]3[CH2:45][CH2:44][N:43]([CH2:46][C:47]([OH:49])=O)[C:42]3=[O:50])[CH:37]=[CH:38][CH:39]=2)[CH:34]=[N:33]1.O.NN, predict the reaction product. The product is: [F:25][C:26]1[CH:31]=[CH:30][CH:29]=[CH:28][C:27]=1[N:32]1[C:40]2[C:35](=[C:36]([N:41]3[CH2:45][CH2:44][N:43]([CH2:46][C:47]([NH:9][NH2:17])=[O:49])[C:42]3=[O:50])[CH:37]=[CH:38][CH:39]=2)[CH:34]=[N:33]1. (5) Given the reactants [NH:1]1[CH2:6][CH2:5][O:4][CH2:3][CH2:2]1.C1(C)C=CC=CC=1.[CH2:14]([O:21][C:22]1[C:23]([CH3:31])=[N:24][C:25](Br)=[C:26]([CH3:29])[C:27]=1[CH3:28])[C:15]1[CH:20]=[CH:19][CH:18]=[CH:17][CH:16]=1.CC([O-])(C)C.[Na+], predict the reaction product. The product is: [CH2:14]([O:21][C:22]1[C:27]([CH3:28])=[C:26]([CH3:29])[C:25]([N:1]2[CH2:6][CH2:5][O:4][CH2:3][CH2:2]2)=[N:24][C:23]=1[CH3:31])[C:15]1[CH:20]=[CH:19][CH:18]=[CH:17][CH:16]=1. (6) Given the reactants C[Si]([N-][Si](C)(C)C)(C)C.[Li+].[F:11][C:12]1[CH:25]=[CH:24][CH:23]=[CH:22][C:13]=1[C:14]([NH:16][C:17]1[CH:21]=[CH:20][NH:19][N:18]=1)=[O:15].Br[CH2:27][C:28]1[CH:33]=[CH:32][C:31]([O:34][CH3:35])=[CH:30][C:29]=1[C:36]([F:39])([F:38])[F:37], predict the reaction product. The product is: [F:11][C:12]1[CH:25]=[CH:24][CH:23]=[CH:22][C:13]=1[C:14]([NH:16][C:17]1[CH:21]=[CH:20][N:19]([CH2:27][C:28]2[CH:33]=[CH:32][C:31]([O:34][CH3:35])=[CH:30][C:29]=2[C:36]([F:37])([F:38])[F:39])[N:18]=1)=[O:15]. (7) Given the reactants Br[C:2]1[CH:25]=[CH:24][C:5]2[C:6]3[N:7]([CH:11]=[C:12]([C:14]4[N:18]([CH:19]([CH3:21])[CH3:20])[N:17]=[C:16]([NH:22][CH3:23])[N:15]=4)[N:13]=3)[CH2:8][CH2:9][O:10][C:4]=2[CH:3]=1, predict the reaction product. The product is: [N:13]1[C:12]([C:14]2[N:18]([CH:19]([CH3:20])[CH3:21])[N:17]=[C:16]([NH:22][CH3:23])[N:15]=2)=[CH:11][N:7]2[C:6]=1[C:5]1[CH:24]=[CH:25][CH:2]=[CH:3][C:4]=1[O:10][CH2:9][CH2:8]2. (8) The product is: [F:1][C:2]1[CH:7]=[CH:6][C:5]([NH:8][C:9]2[C:10]3[C:17]([CH3:18])=[C:16]([C:68]([NH2:66])=[O:69])[S:15][C:11]=3[N:12]=[CH:13][N:14]=2)=[C:4]([O:22][C@@H:23]2[CH2:28][CH2:27][CH2:26][CH2:25][C@H:24]2[O:29][CH3:30])[CH:3]=1. Given the reactants [F:1][C:2]1[CH:7]=[CH:6][C:5]([NH:8][C:9]2[C:10]3[C:17]([CH3:18])=[C:16](C(O)=O)[S:15][C:11]=3[N:12]=[CH:13][N:14]=2)=[C:4]([O:22][C@@H:23]2[CH2:28][CH2:27][CH2:26][CH2:25][C@H:24]2[O:29][CH3:30])[CH:3]=1.N.CN(C(ON1N=NC2C=CC=NC1=2)=[N+](C)C)C.F[P-](F)(F)(F)(F)F.CCN(C(C)C)C(C)C.C[N:66]([CH:68]=[O:69])C, predict the reaction product.